Regression. Given a peptide amino acid sequence and an MHC pseudo amino acid sequence, predict their binding affinity value. This is MHC class I binding data. From a dataset of Peptide-MHC class I binding affinity with 185,985 pairs from IEDB/IMGT. (1) The peptide sequence is FEADPLSPQ. The MHC is HLA-B57:01 with pseudo-sequence HLA-B57:01. The binding affinity (normalized) is 0.0847. (2) The peptide sequence is YRTAVCGLY. The MHC is HLA-A26:01 with pseudo-sequence HLA-A26:01. The binding affinity (normalized) is 0.562. (3) The MHC is HLA-A02:01 with pseudo-sequence HLA-A02:01. The peptide sequence is PIPMSRLFM. The binding affinity (normalized) is 0.107. (4) The peptide sequence is VTENKKIQY. The MHC is HLA-B27:03 with pseudo-sequence HLA-B27:03. The binding affinity (normalized) is 0.0847. (5) The peptide sequence is WFREDRSPV. The MHC is HLA-B51:01 with pseudo-sequence HLA-B51:01. The binding affinity (normalized) is 0.0847. (6) The peptide sequence is GGGNSSWPW. The MHC is Mamu-B3901 with pseudo-sequence Mamu-B3901. The binding affinity (normalized) is 0.477. (7) The peptide sequence is AVIDNYNKF. The MHC is HLA-A23:01 with pseudo-sequence HLA-A23:01. The binding affinity (normalized) is 0.411. (8) The peptide sequence is FPASHMATY. The MHC is HLA-A29:02 with pseudo-sequence HLA-A29:02. The binding affinity (normalized) is 0.562. (9) The peptide sequence is ETIEILRNY. The MHC is HLA-A25:01 with pseudo-sequence HLA-A25:01. The binding affinity (normalized) is 0.770.